This data is from Forward reaction prediction with 1.9M reactions from USPTO patents (1976-2016). The task is: Predict the product of the given reaction. (1) Given the reactants Br[C:2]1[CH:7]=[CH:6][C:5]([C:8]2[N:12]([CH2:13][C@@H:14]3[CH2:18][CH2:17][N:16]([C:19]([CH:21]4[CH2:23][CH2:22]4)=[O:20])[CH2:15]3)[C:11]3[CH:24]=[CH:25][CH:26]=[C:27]([C:28]#[N:29])[C:10]=3[N:9]=2)=[CH:4][CH:3]=1.CC1(C)C(C)(C)OB([C:38]2[CH:39]=[C:40]3[C:44](=[CH:45][CH:46]=2)[NH:43][CH:42]=[CH:41]3)O1.C(=O)([O-])[O-].[K+].[K+], predict the reaction product. The product is: [CH:21]1([C:19]([N:16]2[CH2:17][CH2:18][C@@H:14]([CH2:13][N:12]3[C:11]4[CH:24]=[CH:25][CH:26]=[C:27]([C:28]#[N:29])[C:10]=4[N:9]=[C:8]3[C:5]3[CH:4]=[CH:3][C:2]([C:38]4[CH:39]=[C:40]5[C:44](=[CH:45][CH:46]=4)[NH:43][CH:42]=[CH:41]5)=[CH:7][CH:6]=3)[CH2:15]2)=[O:20])[CH2:22][CH2:23]1. (2) Given the reactants [I:1][C:2]1[N:3]=[C:4]([CH:12]2[CH2:17][CH2:16][NH:15][CH2:14][CH2:13]2)[N:5]2[CH:10]=[CH:9][N:8]=[C:7]([NH2:11])[C:6]=12.[CH3:18][N:19]([CH2:21][C:22](Cl)=[O:23])[CH3:20].CCN(C(C)C)C(C)C, predict the reaction product. The product is: [NH2:11][C:7]1[C:6]2[N:5]([C:4]([CH:12]3[CH2:17][CH2:16][N:15]([C:22](=[O:23])[CH2:21][N:19]([CH3:20])[CH3:18])[CH2:14][CH2:13]3)=[N:3][C:2]=2[I:1])[CH:10]=[CH:9][N:8]=1. (3) Given the reactants [N+:1]([CH:4]=[C:5]1[NH:9][CH2:8][CH2:7][O:6]1)([O-:3])=[O:2].ClC1C=C(Cl)C=C(Cl)C=1[O:19][C:20](=O)[CH:21]([CH3:34])[C:22](OC1C(Cl)=CC(Cl)=CC=1Cl)=[O:23].C(OC(=O)C)C, predict the reaction product. The product is: [OH:23][C:22]1[C:4]([N+:1]([O-:3])=[O:2])=[C:5]2[O:6][CH2:7][CH2:8][N:9]2[C:20](=[O:19])[C:21]=1[CH3:34]. (4) The product is: [Cl:2][C:3]1[CH:16]=[CH:15][C:14]2[S:13][C:12]3[C:7](=[CH:8][CH:9]=[CH:10][CH:11]=3)[N:6]([CH2:17][CH2:18][CH2:19][NH:20][S:36]([C:33]3[CH:32]=[CH:31][C:30]([O:29][CH3:28])=[CH:35][CH:34]=3)(=[O:38])=[O:37])[C:5]=2[CH:4]=1. Given the reactants Cl.[Cl:2][C:3]1[CH:16]=[CH:15][C:14]2[S:13][C:12]3[C:7](=[CH:8][CH:9]=[CH:10][CH:11]=3)[N:6]([CH2:17][CH2:18][CH2:19][NH2:20])[C:5]=2[CH:4]=1.C(N(CC)CC)C.[CH3:28][O:29][C:30]1[CH:35]=[CH:34][C:33]([S:36](Cl)(=[O:38])=[O:37])=[CH:32][CH:31]=1.[Na+].[Cl-], predict the reaction product. (5) Given the reactants [Cl:1][C:2]1[N:7]=[C:6]([C:8]([C:10]2[CH:15]=[CH:14][CH:13]=[CH:12][CH:11]=2)=[O:9])[C:5]([CH:16]=[CH2:17])=[C:4]([NH:18][CH3:19])[N:3]=1.[CH2:20]([Mg]Br)[CH:21]=[CH2:22].CCOC(C)=O, predict the reaction product. The product is: [Cl:1][C:2]1[N:7]=[C:6]([C:8]([C:10]2[CH:15]=[CH:14][CH:13]=[CH:12][CH:11]=2)([OH:9])[CH2:22][CH:21]=[CH2:20])[C:5]([CH:16]=[CH2:17])=[C:4]([NH:18][CH3:19])[N:3]=1.